Task: Predict the reactants needed to synthesize the given product.. Dataset: Full USPTO retrosynthesis dataset with 1.9M reactions from patents (1976-2016) Given the product [Br:1][C:2]1[C:14](=[O:15])[N:13]([CH2:16][CH3:17])[C:5]2[N:6]=[C:7]([NH:27][CH2:26][CH2:25][CH:22]3[CH2:23][CH2:24][N:19]([CH3:18])[CH2:20][CH2:21]3)[N:8]=[CH:9][C:4]=2[CH:3]=1, predict the reactants needed to synthesize it. The reactants are: [Br:1][C:2]1[C:14](=[O:15])[N:13]([CH2:16][CH3:17])[C:5]2[N:6]=[C:7](S(C)=O)[N:8]=[CH:9][C:4]=2[CH:3]=1.[CH3:18][N:19]1[CH2:24][CH2:23][CH:22]([CH2:25][CH2:26][NH2:27])[CH2:21][CH2:20]1.CCN(C(C)C)C(C)C.